Dataset: Forward reaction prediction with 1.9M reactions from USPTO patents (1976-2016). Task: Predict the product of the given reaction. (1) Given the reactants [O:1]=[C:2]1[N:6]([CH:7]2[CH2:12][CH2:11][N:10]([CH2:13][C:14]([O:16]CC)=[O:15])[CH2:9][CH2:8]2)[C:5]2[CH:19]=[CH:20][CH:21]=[CH:22][C:4]=2[NH:3]1.[OH-].[Na+].CO, predict the reaction product. The product is: [O:1]=[C:2]1[N:6]([CH:7]2[CH2:12][CH2:11][N:10]([CH2:13][C:14]([OH:16])=[O:15])[CH2:9][CH2:8]2)[C:5]2[CH:19]=[CH:20][CH:21]=[CH:22][C:4]=2[NH:3]1. (2) Given the reactants Br[CH:2]([CH3:8])[C:3]([O:5][CH2:6][CH3:7])=[O:4].[Cl:9][C:10]1[CH:17]=[CH:16][C:13]([CH2:14][NH2:15])=[CH:12][CH:11]=1.C(N(CC)CC)C, predict the reaction product. The product is: [CH2:6]([O:5][C:3](=[O:4])[C@H:2]([CH3:8])[NH:15][CH2:14][C:13]1[CH:16]=[CH:17][C:10]([Cl:9])=[CH:11][CH:12]=1)[CH3:7]. (3) Given the reactants [C:1]([C:5]1[CH:6]=[C:7]([NH2:17])[N:8]([C:10]2[CH:15]=[CH:14][C:13]([CH3:16])=[CH:12][CH:11]=2)[N:9]=1)([CH3:4])([CH3:3])[CH3:2].[Cl:18][C:19]1[CH:24]=[C:23]([O:25][C:26]2[CH:31]=[CH:30][C:29]([N:32]=[C:33]=[O:34])=[CH:28][CH:27]=2)[N:22]=[CH:21][N:20]=1, predict the reaction product. The product is: [C:1]([C:5]1[CH:6]=[C:7]([NH:17][C:33]([NH:32][C:29]2[CH:28]=[CH:27][C:26]([O:25][C:23]3[CH:24]=[C:19]([Cl:18])[N:20]=[CH:21][N:22]=3)=[CH:31][CH:30]=2)=[O:34])[N:8]([C:10]2[CH:11]=[CH:12][C:13]([CH3:16])=[CH:14][CH:15]=2)[N:9]=1)([CH3:4])([CH3:3])[CH3:2]. (4) Given the reactants [Cl:1][C:2]1[C:6]([CH2:7]O)=[C:5]([Cl:9])[N:4]([CH2:10][CH3:11])[N:3]=1.P(Br)(Br)[Br:13].O, predict the reaction product. The product is: [Br:13][CH2:7][C:6]1[C:2]([Cl:1])=[N:3][N:4]([CH2:10][CH3:11])[C:5]=1[Cl:9]. (5) Given the reactants CC(OI1(OC(C)=O)(OC(C)=O)OC(=O)C2C=CC=CC1=2)=O.[OH:23][CH:24]([CH2:39][CH2:40][CH2:41][C:42]1([CH3:47])[O:46][CH2:45][CH2:44][O:43]1)[CH2:25][O:26][CH:27]1[C:35](=[O:36])[CH2:34][CH2:33][C:32]2([CH3:37])[CH:28]1[CH2:29][CH2:30][C:31]2=[O:38], predict the reaction product. The product is: [CH3:37][C:32]12[C:31](=[O:38])[CH2:30][CH2:29][CH:28]1[CH:27]([O:26][CH2:25][C:24](=[O:23])[CH2:39][CH2:40][CH2:41][C:42]1([CH3:47])[O:43][CH2:44][CH2:45][O:46]1)[C:35](=[O:36])[CH2:34][CH2:33]2.